From a dataset of Reaction yield outcomes from USPTO patents with 853,638 reactions. Predict the reaction yield, written as a fraction of the theoretical maximum amount of product (1.0 means a 100% yield; for example, 0.34 means a 34% yield). The reactants are [CH:1]1([N:6]2[C:11]3[N:12]=[C:13]([NH:16][C:17]4[CH:22]=[CH:21][C:20]([N:23]5[CH2:28][CH2:27][O:26][CH2:25][CH2:24]5)=[CH:19][N:18]=4)[N:14]=[CH:15][C:10]=3[C:9]([CH3:29])=[C:8]([C:30]([O:32]CC)=[CH2:31])[C:7]2=[O:35])[CH2:5][CH2:4][CH2:3][CH2:2]1.Cl. The catalyst is ClCCl.C(OCC)C.C([O-])(O)=O.[Na+]. The product is [C:30]([C:8]1[C:7](=[O:35])[N:6]([CH:1]2[CH2:5][CH2:4][CH2:3][CH2:2]2)[C:11]2[N:12]=[C:13]([NH:16][C:17]3[CH:22]=[CH:21][C:20]([N:23]4[CH2:24][CH2:25][O:26][CH2:27][CH2:28]4)=[CH:19][N:18]=3)[N:14]=[CH:15][C:10]=2[C:9]=1[CH3:29])(=[O:32])[CH3:31]. The yield is 0.607.